From a dataset of Forward reaction prediction with 1.9M reactions from USPTO patents (1976-2016). Predict the product of the given reaction. (1) Given the reactants [F:1][C:2]1[CH:7]=[CH:6][C:5]([CH2:8][NH:9][C:10]([C:12]2[CH:17]=[CH:16][CH:15]=[C:14]([C:18]3[C:26]4[C:21](=[CH:22][CH:23]=[C:24]([C:27]5[N:31]=[CH:30][N:29](C(C6C=CC=CC=6)(C6C=CC=CC=6)C6C=CC=CC=6)[N:28]=5)[CH:25]=4)[N:20](C4CCCCO4)[N:19]=3)[CH:13]=2)=[O:11])=[CH:4][CH:3]=1.Cl.C(=O)(O)[O-].[Na+], predict the reaction product. The product is: [NH:28]1[C:27]([C:24]2[CH:25]=[C:26]3[C:21](=[CH:22][CH:23]=2)[NH:20][N:19]=[C:18]3[C:14]2[CH:13]=[C:12]([C:10]([NH:9][CH2:8][C:5]3[CH:4]=[CH:3][C:2]([F:1])=[CH:7][CH:6]=3)=[O:11])[CH:17]=[CH:16][CH:15]=2)=[N:31][CH:30]=[N:29]1. (2) Given the reactants Cl[C:2]1[N:7]=[C:6]([C:8]2[N:12]3[CH:13]=[CH:14][CH:15]=[CH:16][C:11]3=[N:10][C:9]=2[C:17]2[CH:18]=[CH:19][C:20]([O:34][CH2:35][CH3:36])=[C:21]([CH:33]=2)[C:22]([NH:24][C:25]2[C:30]([F:31])=[CH:29][CH:28]=[CH:27][C:26]=2[F:32])=[O:23])[CH:5]=[CH:4][N:3]=1.[CH3:37][O:38][C:39]1[CH:45]=[C:44]([N:46]2[CH2:51][CH2:50][CH:49]([CH2:52][CH2:53][S:54]([CH3:57])(=[O:56])=[O:55])[CH2:48][CH2:47]2)[CH:43]=[CH:42][C:40]=1[NH2:41].Cl, predict the reaction product. The product is: [F:32][C:26]1[CH:27]=[CH:28][CH:29]=[C:30]([F:31])[C:25]=1[NH:24][C:22](=[O:23])[C:21]1[CH:33]=[C:17]([C:9]2[N:10]=[C:11]3[CH:16]=[CH:15][CH:14]=[CH:13][N:12]3[C:8]=2[C:6]2[CH:5]=[CH:4][N:3]=[C:2]([NH:41][C:40]3[CH:42]=[CH:43][C:44]([N:46]4[CH2:51][CH2:50][CH:49]([CH2:52][CH2:53][S:54]([CH3:57])(=[O:56])=[O:55])[CH2:48][CH2:47]4)=[CH:45][C:39]=3[O:38][CH3:37])[N:7]=2)[CH:18]=[CH:19][C:20]=1[O:34][CH2:35][CH3:36]. (3) Given the reactants [C:1]([N:5]1[CH2:9][C@@H:8]([C:10]2[CH:15]=[CH:14][C:13]([F:16])=[CH:12][C:11]=2[F:17])[C@H:7]([C:18](O)=[O:19])[CH2:6]1)([CH3:4])([CH3:3])[CH3:2].C[N:22]1[CH2:27][CH2:26]O[CH2:24][CH2:23]1.[CH:28]1[CH:29]=[CH:30][C:31]2N(O)N=N[C:32]=2[CH:33]=1.[CH2:38](Cl)[CH2:39]Cl.[NH:42]1[CH2:47][CH2:46][NH:45][CH2:44][CH2:43]1.Cl, predict the reaction product. The product is: [C:1]([N:5]1[CH2:9][C@@H:8]([C:10]2[CH:15]=[CH:14][C:13]([F:16])=[CH:12][C:11]=2[F:17])[C@H:7]([C:18]([N:42]2[CH2:47][CH2:46][N:45]([CH:24]([CH:32]3[CH2:31][CH2:30][CH2:29][CH2:28][CH2:33]3)[CH2:23][N:22]([CH2:38][CH3:39])[CH2:27][CH3:26])[CH2:44][CH2:43]2)=[O:19])[CH2:6]1)([CH3:4])([CH3:3])[CH3:2]. (4) The product is: [Br:24][C:8]1[C:9]2[CH:14]=[CH:13][C:12]([CH:15]=[O:16])=[CH:11][C:10]=2[S:6][CH:7]=1. Given the reactants CN(C=O)C.[S:6]1[C:10]2[CH:11]=[C:12]([CH:15]=[O:16])[CH:13]=[CH:14][C:9]=2[CH:8]=[CH:7]1.C1C(=O)N([Br:24])C(=O)C1, predict the reaction product. (5) The product is: [CH3:9][O:8][C:1]([C@@H:2]1[C@@H:3]([C:4]([OH:6])=[O:5])[CH2:25][N:13]([CH2:18][C:19]2[CH:24]=[CH:23][CH:22]=[CH:21][CH:20]=2)[CH2:12]1)=[O:7]. Given the reactants [C:1]([O:8][CH3:9])(=[O:7])/[CH:2]=[CH:3]/[C:4]([O-:6])=[O:5].CO[CH2:12][N:13]([CH2:18][C:19]1[CH:24]=[CH:23][CH:22]=[CH:21][CH:20]=1)[Si](C)(C)C.[C:25](O)(C(F)(F)F)=O, predict the reaction product. (6) Given the reactants CN(C(ON1N=NC2C=CC=NC1=2)=[N+](C)C)C.F[P-](F)(F)(F)(F)F.[C:25]([O:29][C:30]([N:32]1[CH2:36][C@H:35]([F:37])[CH2:34][C@H:33]1[C:38]([OH:40])=O)=[O:31])([CH3:28])([CH3:27])[CH3:26].Cl.[Cl:42][C:43]1[CH:48]=[C:47]([CH2:49][NH2:50])[CH:46]=[CH:45][N:44]=1.CCN(C(C)C)C(C)C, predict the reaction product. The product is: [Cl:42][C:43]1[CH:48]=[C:47]([CH2:49][NH:50][C:38]([C@@H:33]2[CH2:34][C@@H:35]([F:37])[CH2:36][N:32]2[C:30]([O:29][C:25]([CH3:26])([CH3:27])[CH3:28])=[O:31])=[O:40])[CH:46]=[CH:45][N:44]=1. (7) The product is: [Br:1][C:2]1[CH:3]=[C:4]2[C@:15]3([CH2:19][O:18][C:17]([NH2:20])=[N:16]3)[C:14]3[C:9](=[CH:10][CH:11]=[C:12]([C:28]4[C:23]([F:22])=[N:24][CH:25]=[CH:26][CH:27]=4)[CH:13]=3)[O:8][C:5]2=[N:6][CH:7]=1. Given the reactants [Br:1][C:2]1[CH:3]=[C:4]2[C@:15]3([CH2:19][O:18][C:17]([NH2:20])=[N:16]3)[C:14]3[C:9](=[CH:10][CH:11]=[C:12](I)[CH:13]=3)[O:8][C:5]2=[N:6][CH:7]=1.[F:22][C:23]1[C:28](B(O)O)=[CH:27][CH:26]=[CH:25][N:24]=1.C(=O)([O-])[O-].[K+].[K+], predict the reaction product. (8) Given the reactants C([N:3]([CH2:6][CH3:7])CC)C.[CH3:8][Si:9](Cl)([CH3:11])[CH3:10].[CH2:13]([Cl:15])Cl, predict the reaction product. The product is: [Cl:15][CH2:13][CH2:7][CH2:6][N:3]([Si:9]([CH3:11])([CH3:10])[CH3:8])[Si:9]([CH3:11])([CH3:10])[CH3:8]. (9) Given the reactants [NH:1](C(OCC1C2C(=CC=CC=2)C2C1=CC=CC=2)=O)[CH2:2][C:3](O)=O.CN1CCOCC1.ClC(OCC(C)C)=O.[N+:38]([C:41]1[C:42]([NH2:48])=[C:43]([CH:45]=[CH:46][CH:47]=1)[NH2:44])([O-:40])=[O:39].N1CCCCC1, predict the reaction product. The product is: [N+:38]([C:41]1[C:42]2[NH:48][C:3]([CH2:2][NH2:1])=[N:44][C:43]=2[CH:45]=[CH:46][CH:47]=1)([O-:40])=[O:39].